Dataset: Full USPTO retrosynthesis dataset with 1.9M reactions from patents (1976-2016). Task: Predict the reactants needed to synthesize the given product. Given the product [Cl:20][C:21]1[CH:22]=[CH:23][C:24]([C:27]2[S:31][C:30]3[C:32](=[O:33])[N:19]([C:14]4[CH:15]=[C:16]5[C:11](=[CH:12][CH:13]=4)[N:10]=[C:9]([CH2:8][N:6]([CH3:5])[CH3:7])[CH:18]=[CH:17]5)[CH:37]=[N:36][C:29]=3[CH:28]=2)=[CH:25][CH:26]=1, predict the reactants needed to synthesize it. The reactants are: C[Al](C)C.[CH3:5][N:6]([CH2:8][C:9]1[CH:18]=[CH:17][C:16]2[C:11](=[CH:12][CH:13]=[C:14]([NH2:19])[CH:15]=2)[N:10]=1)[CH3:7].[Cl:20][C:21]1[CH:26]=[CH:25][C:24]([C:27]2[S:31][C:30]([C:32](OC)=[O:33])=[C:29](/[N:36]=[CH:37]/N(C)C)[CH:28]=2)=[CH:23][CH:22]=1.[OH-].[Na+].